Dataset: Catalyst prediction with 721,799 reactions and 888 catalyst types from USPTO. Task: Predict which catalyst facilitates the given reaction. Reactant: [C:1](/[C:3](=[C:5]1/[C:6]2[CH:35]=[CH:34][CH:33]=[CH:32][C:7]=2[O:8][CH2:9][C:10]2[CH:15]=[C:14]([CH2:16][N:17]3[C:21]4[CH:22]=[CH:23][CH:24]=[C:25]([C:26](O)=[O:27])[C:20]=4[N:19]=[C:18]3[CH2:29][CH2:30][CH3:31])[CH:13]=[CH:12][C:11]/1=2)/[CH3:4])#[N:2].[OH:36][CH:37]1[CH2:42][CH2:41][NH:40][CH2:39][CH2:38]1.C(N=C=NCCCN(C)C)C.ON1C2C=CC=CC=2N=N1.C(=O)([O-])O.[Na+]. Product: [OH:36][CH:37]1[CH2:42][CH2:41][N:40]([C:26]([C:25]2[C:20]3[N:19]=[C:18]([CH2:29][CH2:30][CH3:31])[N:17]([CH2:16][C:14]4[CH:13]=[CH:12][C:11]5/[C:5](=[C:3](/[CH3:4])\[C:1]#[N:2])/[C:6]6[CH:35]=[CH:34][CH:33]=[CH:32][C:7]=6[O:8][CH2:9][C:10]=5[CH:15]=4)[C:21]=3[CH:22]=[CH:23][CH:24]=2)=[O:27])[CH2:39][CH2:38]1. The catalyst class is: 3.